From a dataset of Catalyst prediction with 721,799 reactions and 888 catalyst types from USPTO. Predict which catalyst facilitates the given reaction. (1) The catalyst class is: 6. Product: [CH:5]1[C:6]([F:8])=[CH:7][C:2]([F:1])=[C:3]([C:9]([OH:22])([CH2:10][N:11]2[N:12]=[CH:13][N:14]=[CH:15]2)[CH2:16][N:17]2[N:18]=[CH:19][N:20]=[CH:21]2)[CH:4]=1. Reactant: [F:1][C:2]1[CH:7]=[C:6]([F:8])[CH:5]=[CH:4][C:3]=1[C:9]([O:22][Si](C)(C)C)([CH2:16][N:17]1[CH:21]=[N:20][CH:19]=[N:18]1)[CH2:10][N:11]1[CH:15]=[N:14][CH:13]=[N:12]1.CO.[OH-].[Na+]. (2) Reactant: [NH2:1][C:2]1[CH:7]=[CH:6][C:5]([C:8]([F:11])([F:10])[F:9])=[C:4]([Cl:12])[CH:3]=1.N1C=CC=CC=1.[Cl:19][C:20]([Cl:25])([Cl:24])[C:21](Cl)=[O:22]. Product: [Cl:19][C:20]([Cl:25])([Cl:24])[C:21]([NH:1][C:2]1[CH:7]=[CH:6][C:5]([C:8]([F:9])([F:10])[F:11])=[C:4]([Cl:12])[CH:3]=1)=[O:22]. The catalyst class is: 4. (3) Reactant: [Cl:1][C:2]1[CH:3]=[C:4]([C:9]2[CH2:13][C:12](=[O:14])[N:11]([C@H:15]([C:17]3[CH:27]=[CH:26][C:20]([C:21]([O:23][CH2:24][CH3:25])=[O:22])=[CH:19][CH:18]=3)[CH3:16])[N:10]=2)[CH:5]=[C:6]([Cl:8])[CH:7]=1.C(N(CC)CC)C.[S:35](O[S:35]([C:38]([F:41])([F:40])[F:39])(=[O:37])=[O:36])([C:38]([F:41])([F:40])[F:39])(=[O:37])=[O:36].C(OCC)(=O)C. Product: [Cl:1][C:2]1[CH:3]=[C:4]([C:9]2[CH:13]=[C:12]([O:14][S:35]([C:38]([F:41])([F:40])[F:39])(=[O:37])=[O:36])[N:11]([C@H:15]([C:17]3[CH:27]=[CH:26][C:20]([C:21]([O:23][CH2:24][CH3:25])=[O:22])=[CH:19][CH:18]=3)[CH3:16])[N:10]=2)[CH:5]=[C:6]([Cl:8])[CH:7]=1. The catalyst class is: 1. (4) Product: [Cl:1][C:2]1[CH:33]=[CH:32][C:31]([S:34](=[O:40])(=[O:39])[NH:35][CH:36]2[CH2:38][CH2:37]2)=[CH:30][C:3]=1[C:4]1[NH:6][C:7](=[O:8])[N:9]([C:18]2[CH:23]=[CH:22][C:21]([C:24]([O:26][CH3:27])=[O:25])=[C:20]([O:28][CH3:29])[CH:19]=2)[N:10]=1. Reactant: [Cl:1][C:2]1[CH:33]=[CH:32][C:31]([S:34](=[O:40])(=[O:39])[NH:35][CH:36]2[CH2:38][CH2:37]2)=[CH:30][C:3]=1[C:4]([NH:6][C:7]([N:9]([C:18]1[CH:23]=[CH:22][C:21]([C:24]([O:26][CH3:27])=[O:25])=[C:20]([O:28][CH3:29])[CH:19]=1)[NH:10]C(OC(C)(C)C)=O)=[O:8])=O.C(O)(C(F)(F)F)=O. The catalyst class is: 2. (5) Reactant: [CH3:1][C:2]1[O:6][C:5]([C:7]2[CH:12]=[CH:11][CH:10]=[CH:9][CH:8]=2)=[N:4][C:3]=1[CH2:13][O:14][C:15]1[CH:23]=[CH:22][C:18]([CH2:19][O:20][NH2:21])=[CH:17][CH:16]=1.O=[C:25]([C:31]1[CH:36]=[CH:35][CH:34]=[CH:33][CH:32]=1)[CH2:26][CH2:27][C:28]([NH2:30])=[O:29].C(O)(=O)C.C([O-])(=O)C.[Na+]. Product: [CH3:1][C:2]1[O:6][C:5]([C:7]2[CH:8]=[CH:9][CH:10]=[CH:11][CH:12]=2)=[N:4][C:3]=1[CH2:13][O:14][C:15]1[CH:16]=[CH:17][C:18]([CH2:19][O:20]/[N:21]=[C:25](\[C:31]2[CH:36]=[CH:35][CH:34]=[CH:33][CH:32]=2)/[CH2:26][CH2:27][C:28]([NH2:30])=[O:29])=[CH:22][CH:23]=1. The catalyst class is: 97. (6) Reactant: [Cl:1][C:2]1[CH:3]=[CH:4][C:5]([F:37])=[C:6]([C:8]2[CH:13]=[CH:12][C:11]([CH2:14][N:15]([CH2:31][C@@H:32]([OH:36])[C:33]([OH:35])=[O:34])[NH:16][C:17]([C:19]3[NH:23][C:22](=[O:24])[N:21]([C:25]4[CH:30]=[CH:29][CH:28]=[CH:27][CH:26]=4)[N:20]=3)=[O:18])=[CH:10][CH:9]=2)[CH:7]=1.Cl[CH2:39][O:40][C:41](=[O:51])[C@@H:42]([NH:46][C:47]([O:49][CH3:50])=[O:48])[CH:43]([CH3:45])[CH3:44].[Na+].[I-].CC1C=CC=C(C)N=1. Product: [Cl:1][C:2]1[CH:3]=[CH:4][C:5]([F:37])=[C:6]([C:8]2[CH:9]=[CH:10][C:11]([CH2:14][N:15]([CH2:31][C@@H:32]([OH:36])[C:33]([O:35][CH2:39][O:40][C:41](=[O:51])[C@@H:42]([NH:46][C:47]([O:49][CH3:50])=[O:48])[CH:43]([CH3:45])[CH3:44])=[O:34])[NH:16][C:17]([C:19]3[NH:23][C:22](=[O:24])[N:21]([C:25]4[CH:30]=[CH:29][CH:28]=[CH:27][CH:26]=4)[N:20]=3)=[O:18])=[CH:12][CH:13]=2)[CH:7]=1. The catalyst class is: 18. (7) Reactant: [F:1][C:2]1[CH:7]=[CH:6][C:5]([CH3:8])=[CH:4][C:3]=1[NH:9][C:10]([NH:12][C:13]1[CH:39]=[CH:38][C:16]([O:17][C:18]2[CH:23]=[CH:22][N:21]=[C:20]3[CH:24]=[C:25]([C:27]([NH:29][CH2:30][CH2:31][CH2:32][C:33]([O:35]CC)=[O:34])=[O:28])[S:26][C:19]=23)=[CH:15][CH:14]=1)=[O:11].[OH-].[Na+].O.Cl. Product: [F:1][C:2]1[CH:7]=[CH:6][C:5]([CH3:8])=[CH:4][C:3]=1[NH:9][C:10]([NH:12][C:13]1[CH:14]=[CH:15][C:16]([O:17][C:18]2[CH:23]=[CH:22][N:21]=[C:20]3[CH:24]=[C:25]([C:27]([NH:29][CH2:30][CH2:31][CH2:32][C:33]([OH:35])=[O:34])=[O:28])[S:26][C:19]=23)=[CH:38][CH:39]=1)=[O:11]. The catalyst class is: 1.